Dataset: Reaction yield outcomes from USPTO patents with 853,638 reactions. Task: Predict the reaction yield, written as a fraction of the theoretical maximum amount of product (1.0 means a 100% yield; for example, 0.34 means a 34% yield). The reactants are I[C:2]1[CH:7]=[CH:6][CH:5]=[CH:4][C:3]=1[CH2:8][NH2:9].[C:10]([CH2:12][C:13]([O:15][C:16]([CH3:19])([CH3:18])[CH3:17])=[O:14])#[N:11].C(N(C(C)C)CC)(C)C.N. The catalyst is CSC.[Cu](Br)Br.C(OCC)C. The product is [NH2:11][C:10]1[N:9]=[CH:8][C:3]2[C:2]([C:12]=1[C:13]([O:15][C:16]([CH3:19])([CH3:18])[CH3:17])=[O:14])=[CH:7][CH:6]=[CH:5][CH:4]=2. The yield is 0.0900.